From a dataset of Forward reaction prediction with 1.9M reactions from USPTO patents (1976-2016). Predict the product of the given reaction. (1) Given the reactants [Cl:1][C:2]1[CH:3]=[CH:4][C:5]2[N:11]([CH3:12])[C:10](=[O:13])[CH:9]([N:14]=[C:15]=[S:16])[N:8]=[C:7]([C:17]3[CH:18]=[N:19][CH:20]=[CH:21][CH:22]=3)[C:6]=2[CH:23]=1.[N:24]1([C:30]2[C:39]3[C:34](=[CH:35][CH:36]=[CH:37][CH:38]=3)[C:33]([NH2:40])=[CH:32][CH:31]=2)[CH2:29][CH2:28][O:27][CH2:26][CH2:25]1, predict the reaction product. The product is: [Cl:1][C:2]1[CH:3]=[CH:4][C:5]2[N:11]([CH3:12])[C:10](=[O:13])[CH:9]([NH:14][C:15]([NH:40][C:33]3[C:34]4[C:39](=[CH:38][CH:37]=[CH:36][CH:35]=4)[C:30]([N:24]4[CH2:29][CH2:28][O:27][CH2:26][CH2:25]4)=[CH:31][CH:32]=3)=[S:16])[N:8]=[C:7]([C:17]3[CH:18]=[N:19][CH:20]=[CH:21][CH:22]=3)[C:6]=2[CH:23]=1. (2) The product is: [CH3:23][CH:22]([O:24][S:34]([C:31]1[CH:32]=[CH:33][C:28]([CH3:38])=[CH:29][CH:30]=1)(=[O:36])=[O:35])[CH2:21][C:18]1[CH:19]=[CH:20][C:15]([C:13]2[CH:12]=[CH:11][N:10]=[C:9]([NH:8][CH:6]3[CH2:5][C:4]([CH3:26])([CH3:25])[NH:3][C:2]([CH3:1])([CH3:27])[CH2:7]3)[N:14]=2)=[CH:16][CH:17]=1. Given the reactants [CH3:1][C:2]1([CH3:27])[CH2:7][CH:6]([NH:8][C:9]2[N:14]=[C:13]([C:15]3[CH:20]=[CH:19][C:18]([CH2:21][CH:22]([OH:24])[CH3:23])=[CH:17][CH:16]=3)[CH:12]=[CH:11][N:10]=2)[CH2:5][C:4]([CH3:26])([CH3:25])[NH:3]1.[C:28]1([CH3:38])[CH:33]=[CH:32][C:31]([S:34](Cl)(=[O:36])=[O:35])=[CH:30][CH:29]=1, predict the reaction product. (3) Given the reactants [CH2:1]([N:3]([CH2:17][CH3:18])[C:4]([S:6][CH2:7][C:8]1([CH:16]=[CH:15][CH:14]=[CH:13][CH2:12]1)[C:9](O)=[O:10])=[S:5])[CH3:2].S(Cl)([Cl:21])=O, predict the reaction product. The product is: [CH2:1]([N:3]([CH2:17][CH3:18])[C:4]([S:6][CH2:7][C:8]1([CH:16]=[CH:15][CH:14]=[CH:13][CH2:12]1)[C:9]([Cl:21])=[O:10])=[S:5])[CH3:2]. (4) Given the reactants Cl[CH2:2][C:3]1[N:4]=[C:5]([C:8]2[CH:13]=[CH:12][C:11]([O:14][CH3:15])=[CH:10][CH:9]=2)[S:6][CH:7]=1.[NH:16]1[CH:20]=[CH:19][N:18]=[N:17]1.[I-].[K+].[OH-].[Na+], predict the reaction product. The product is: [CH3:15][O:14][C:11]1[CH:12]=[CH:13][C:8]([C:5]2[S:6][CH:7]=[C:3]([CH2:2][N:16]3[CH:20]=[CH:19][N:18]=[N:17]3)[N:4]=2)=[CH:9][CH:10]=1. (5) Given the reactants [F:1][C:2]([F:6])([F:5])[CH2:3][OH:4].CS([C:10]1[N:11]([C:21]2[CH:26]=[CH:25][C:24]([O:27][CH2:28][C:29]([F:32])([F:31])[F:30])=[CH:23][CH:22]=2)[C:12](=[O:20])[C:13]2[CH2:18][C:17](=[O:19])[NH:16][C:14]=2[N:15]=1)=O, predict the reaction product. The product is: [F:1][C:2]([F:6])([F:5])[CH2:3][O:4][C:10]1[N:11]([C:21]2[CH:22]=[CH:23][C:24]([O:27][CH2:28][C:29]([F:31])([F:30])[F:32])=[CH:25][CH:26]=2)[C:12](=[O:20])[C:13]2[CH2:18][C:17](=[O:19])[NH:16][C:14]=2[N:15]=1. (6) Given the reactants [C:1](Cl)(=[O:12])[O:2][C:3]1[CH:8]=[CH:7][C:6]([N+:9]([O-:11])=[O:10])=[CH:5][CH:4]=1.CCN(C(C)C)C(C)C.[CH3:23][C:24]1[CH:29]=[C:28]([C:30]2[CH:35]=[CH:34][C:33]([NH2:36])=[CH:32][CH:31]=2)[CH:27]=[CH:26][N:25]=1, predict the reaction product. The product is: [CH3:23][C:24]1[CH:29]=[C:28]([C:30]2[CH:35]=[CH:34][C:33]([NH:36][C:1](=[O:12])[O:2][C:3]3[CH:8]=[CH:7][C:6]([N+:9]([O-:11])=[O:10])=[CH:5][CH:4]=3)=[CH:32][CH:31]=2)[CH:27]=[CH:26][N:25]=1. (7) Given the reactants [N+:1]([O-:4])(O)=[O:2].S(=O)(=O)(O)O.[Br:10][C:11]1[CH:16]=[CH:15][CH:14]=[C:13]([Br:17])[N+:12]=1[O-:18], predict the reaction product. The product is: [Br:10][C:11]1[CH:16]=[C:15]([N+:1]([O-:4])=[O:2])[CH:14]=[C:13]([Br:17])[N+:12]=1[O-:18]. (8) Given the reactants C[O:2][C:3]([C:5]1[CH:24]=[CH:23][C:8]2[N:9]([CH:18]([CH2:21][CH3:22])[CH2:19][CH3:20])[C:10]([CH2:12][C:13]3[S:14][CH:15]=[CH:16][CH:17]=3)=[N:11][C:7]=2[CH:6]=1)=[O:4].[OH-].[Na+].Cl, predict the reaction product. The product is: [CH2:19]([CH:18]([N:9]1[C:8]2[CH:23]=[CH:24][C:5]([C:3]([OH:4])=[O:2])=[CH:6][C:7]=2[N:11]=[C:10]1[CH2:12][C:13]1[S:14][CH:15]=[CH:16][CH:17]=1)[CH2:21][CH3:22])[CH3:20]. (9) Given the reactants N12CCCN=C1CCCCC2.[Cl-].[Li+].COP([CH:20]([O:25][Si:26]([C:29]([CH3:32])([CH3:31])[CH3:30])([CH3:28])[CH3:27])[C:21]([O:23][CH3:24])=[O:22])(OC)=O.[F:33][C:34]([F:76])([F:75])[C:35]1[CH:36]=[C:37]([C@H:45]([N:47]([CH3:74])[C:48]([N:50]2[CH2:55][CH2:54][C@@:53]([NH:59][S:60]([C:62]([CH3:65])([CH3:64])[CH3:63])=[O:61])([CH2:56][CH:57]=O)[CH2:52][C@@H:51]2[C:66]2[CH:71]=[CH:70][C:69]([F:72])=[CH:68][C:67]=2[CH3:73])=[O:49])[CH3:46])[CH:38]=[C:39]([C:41]([F:44])([F:43])[F:42])[CH:40]=1.C([O-])(O)=O.[Na+], predict the reaction product. The product is: [CH3:24][O:23][C:21](=[O:22])[C:20]([O:25][Si:26]([C:29]([CH3:30])([CH3:31])[CH3:32])([CH3:27])[CH3:28])=[CH:57][CH2:56][C@:53]1([NH:59][S:60]([C:62]([CH3:64])([CH3:63])[CH3:65])=[O:61])[CH2:54][CH2:55][N:50]([C:48]([N:47]([C@@H:45]([C:37]2[CH:36]=[C:35]([C:34]([F:33])([F:75])[F:76])[CH:40]=[C:39]([C:41]([F:44])([F:43])[F:42])[CH:38]=2)[CH3:46])[CH3:74])=[O:49])[C@@H:51]([C:66]2[CH:71]=[CH:70][C:69]([F:72])=[CH:68][C:67]=2[CH3:73])[CH2:52]1.